From a dataset of Full USPTO retrosynthesis dataset with 1.9M reactions from patents (1976-2016). Predict the reactants needed to synthesize the given product. (1) Given the product [NH2:1][C:2]1[N:7]=[C:6]([NH2:8])[C:5]([C:9]#[N:10])=[C:4]([NH:11][C@H:12]([C:14]2[N:23]([C:24]3[CH:29]=[CH:28][CH:27]=[CH:26][CH:25]=3)[C:22](=[O:30])[C:21]3[C:16](=[CH:17][CH:18]=[CH:19][C:20]=3[CH2:31][CH2:32][CH2:33][N:35]3[CH2:40][CH2:39][O:38][CH2:37][CH2:36]3)[N:15]=2)[CH3:13])[N:3]=1, predict the reactants needed to synthesize it. The reactants are: [NH2:1][C:2]1[N:7]=[C:6]([NH2:8])[C:5]([C:9]#[N:10])=[C:4]([NH:11][C@H:12]([C:14]2[N:23]([C:24]3[CH:29]=[CH:28][CH:27]=[CH:26][CH:25]=3)[C:22](=[O:30])[C:21]3[C:16](=[CH:17][CH:18]=[CH:19][C:20]=3[CH2:31][CH2:32][CH:33]=O)[N:15]=2)[CH3:13])[N:3]=1.[NH:35]1[CH2:40][CH2:39][O:38][CH2:37][CH2:36]1.C(O[BH-](OC(=O)C)OC(=O)C)(=O)C.[Na+]. (2) Given the product [CH2:2]([O:13][C:2]1[C:3]2[C:10]([CH:11]=[O:12])=[CH:9][NH:8][C:4]=2[N:5]=[CH:6][N:7]=1)[CH:3]([CH3:10])[CH3:4], predict the reactants needed to synthesize it. The reactants are: Cl[C:2]1[C:3]2[C:10]([CH:11]=[O:12])=[CH:9][NH:8][C:4]=2[N:5]=[CH:6][N:7]=1.[OH-:13].[K+].